Task: Predict the reactants needed to synthesize the given product.. Dataset: Full USPTO retrosynthesis dataset with 1.9M reactions from patents (1976-2016) (1) Given the product [NH2:1][C:4]1[CH:5]=[CH:6][C:7]([O:8][CH2:9][C:10]([O:12][CH2:13][CH3:14])=[O:11])=[CH:15][CH:16]=1, predict the reactants needed to synthesize it. The reactants are: [N+:1]([C:4]1[CH:16]=[CH:15][C:7]([O:8][CH2:9][C:10]([O:12][CH2:13][CH3:14])=[O:11])=[CH:6][CH:5]=1)([O-])=O. (2) Given the product [Cl:23][C:24]1[CH:25]=[C:26]([CH2:31][O:32][C:19]2[C:18]([F:22])=[CH:17][C:9]([C:10]([O:12][C:13]([CH3:16])([CH3:15])[CH3:14])=[O:11])=[C:8]([F:7])[CH:20]=2)[CH:27]=[N:28][C:29]=1[Cl:30], predict the reactants needed to synthesize it. The reactants are: C(=O)([O-])[O-].[K+].[K+].[F:7][C:8]1[CH:20]=[C:19](F)[C:18]([F:22])=[CH:17][C:9]=1[C:10]([O:12][C:13]([CH3:16])([CH3:15])[CH3:14])=[O:11].[Cl:23][C:24]1[CH:25]=[C:26]([CH2:31][OH:32])[CH:27]=[N:28][C:29]=1[Cl:30]. (3) Given the product [CH3:15][O:14][C:11]1[CH:12]=[CH:13][C:8]([N:1]2[CH2:6][CH2:5][NH:4][CH2:3][CH2:2]2)=[N:9][CH:10]=1, predict the reactants needed to synthesize it. The reactants are: [NH:1]1[CH2:6][CH2:5][NH:4][CH2:3][CH2:2]1.Br[C:8]1[CH:13]=[CH:12][C:11]([O:14][CH3:15])=[CH:10][N:9]=1. (4) Given the product [I:1][C:2]1[N:6]([CH3:7])[N:5]=[CH:4][C:3]=1[CH:15]=[O:16], predict the reactants needed to synthesize it. The reactants are: [I:1][C:2]1[N:6]([CH3:7])[N:5]=[CH:4][CH:3]=1.P(Cl)(Cl)(Cl)=O.CN(C)[CH:15]=[O:16]. (5) Given the product [CH2:16]([O:23][CH2:24][C@@H:25]([NH:26][C:2]1[C:11]([C:12]([OH:14])=[O:13])=[CH:10][C:9]2[C:4](=[CH:5][CH:6]=[C:7]([Cl:15])[CH:8]=2)[N:3]=1)[C:27]([OH:29])=[O:28])[C:17]1[CH:22]=[CH:21][CH:20]=[CH:19][CH:18]=1, predict the reactants needed to synthesize it. The reactants are: Cl[C:2]1[C:11]([C:12]([OH:14])=[O:13])=[CH:10][C:9]2[C:4](=[CH:5][CH:6]=[C:7]([Cl:15])[CH:8]=2)[N:3]=1.[CH2:16]([O:23][CH2:24][C@H:25]([C:27]([OH:29])=[O:28])[NH2:26])[C:17]1[CH:22]=[CH:21][CH:20]=[CH:19][CH:18]=1. (6) The reactants are: [CH3:1][C:2]([O:5][C:6]([NH:8][CH2:9][CH:10]([C:14]1[CH:19]=[CH:18][CH:17]=[CH:16][CH:15]=1)[C:11]([OH:13])=O)=[O:7])([CH3:4])[CH3:3].[Cl:20][C:21]1[C:25]([C:26]2[N:30]([CH3:31])[N:29]=[CH:28][CH:27]=2)=[C:24]([Cl:32])[S:23][C:22]=1[NH2:33].CCN(C(C)C)C(C)C.F[P-](F)(F)(F)(F)F.Br[P+](N1CCCC1)(N1CCCC1)N1CCCC1. Given the product [Cl:20][C:21]1[C:25]([C:26]2[N:30]([CH3:31])[N:29]=[CH:28][CH:27]=2)=[C:24]([Cl:32])[S:23][C:22]=1[NH:33][C:11](=[O:13])[CH:10]([C:14]1[CH:19]=[CH:18][CH:17]=[CH:16][CH:15]=1)[CH2:9][NH:8][C:6](=[O:7])[O:5][C:2]([CH3:1])([CH3:3])[CH3:4], predict the reactants needed to synthesize it. (7) Given the product [CH2:16]([O:18][C:19]([C@@H:21]1[CH:25]2[CH2:26][CH2:27][CH2:28][CH:24]2[CH2:23][N:22]1[C:9]([O:11][C:12]([CH3:13])([CH3:14])[CH3:15])=[O:10])=[O:20])[CH3:17], predict the reactants needed to synthesize it. The reactants are: [C:12]([O:11][C:9](O[C:9]([O:11][C:12]([CH3:15])([CH3:14])[CH3:13])=[O:10])=[O:10])([CH3:15])([CH3:14])[CH3:13].[CH2:16]([O:18][C:19]([C@@H:21]1[CH:25]2[CH2:26][CH2:27][CH2:28][CH:24]2[CH2:23][NH:22]1)=[O:20])[CH3:17]. (8) Given the product [F:1][C:2]1[CH:3]=[C:4]2[C:8](=[CH:9][CH:10]=1)[CH:7]([NH:11][C:12]1[CH:21]=[CH:20][C:19]3[C:14](=[CH:15][CH:16]=[C:17]([NH:22][C:26]([CH:23]4[CH2:25][CH2:24]4)=[O:27])[CH:18]=3)[N:13]=1)[CH2:6][CH2:5]2, predict the reactants needed to synthesize it. The reactants are: [F:1][C:2]1[CH:3]=[C:4]2[C:8](=[CH:9][CH:10]=1)[CH:7]([NH:11][C:12]1[CH:21]=[CH:20][C:19]3[C:14](=[CH:15][CH:16]=[C:17]([NH2:22])[CH:18]=3)[N:13]=1)[CH2:6][CH2:5]2.[CH:23]1([C:26](O)=[O:27])[CH2:25][CH2:24]1. (9) Given the product [Br:20][C:17]1[CH:18]=[C:19]2[C:14](=[CH:15][CH:16]=1)[C:8]1([CH2:9][CH2:10][O:11][CH2:12][CH2:13]1)[CH:7]=[C:6]2[C:4](=[O:3])[CH3:5], predict the reactants needed to synthesize it. The reactants are: [N+]([O-])([O:3][CH:4]([C:6]1[C:19]2[C:14](=[CH:15][CH:16]=[C:17]([Br:20])[CH:18]=2)[C:8]2([CH2:13][CH2:12][O:11][CH2:10][CH2:9]2)[CH:7]=1)[CH3:5])=O.CC([O-])=O.[Na+]. (10) Given the product [CH:1]1([C:7]2[CH:8]=[CH:9][C:10]([NH:11][C:14](=[O:17])[CH3:15])=[C:12]([N+:21]([O-:23])=[O:22])[CH:13]=2)[CH2:2][CH2:3][CH2:4][CH2:5][CH2:6]1, predict the reactants needed to synthesize it. The reactants are: [CH:1]1([C:7]2[CH:13]=[CH:12][C:10]([NH2:11])=[CH:9][CH:8]=2)[CH2:6][CH2:5][CH2:4][CH2:3][CH2:2]1.[C:14]([O:17]C(=O)C)(=O)[CH3:15].[N+:21]([O-])([O-:23])=[O:22].[K+].